Task: Predict the reactants needed to synthesize the given product.. Dataset: Full USPTO retrosynthesis dataset with 1.9M reactions from patents (1976-2016) The reactants are: C(OP(C#N)(=O)OCC)C.C(N(CC)CC)C.[CH2:18]([S:20]([C:23]1[CH:24]=[CH:25][C:26]([O:50][CH3:51])=[C:27]([NH:29][C:30]2[O:31][C:32]([C:35]3[CH:36]=[C:37]([C:41]4[CH:46]=[CH:45][C:44]([C:47](O)=[O:48])=[CH:43][CH:42]=4)[CH:38]=[CH:39][CH:40]=3)=[CH:33][N:34]=2)[CH:28]=1)(=[O:22])=[O:21])[CH3:19].[CH2:52]1[N:57]([CH2:58][CH2:59][NH2:60])[CH2:56][CH2:55][O:54][CH2:53]1. Given the product [CH2:18]([S:20]([C:23]1[CH:24]=[CH:25][C:26]([O:50][CH3:51])=[C:27]([NH:29][C:30]2[O:31][C:32]([C:35]3[CH:36]=[C:37]([C:41]4[CH:42]=[CH:43][C:44]([C:47]([NH:60][CH2:59][CH2:58][N:57]5[CH2:52][CH2:53][O:54][CH2:55][CH2:56]5)=[O:48])=[CH:45][CH:46]=4)[CH:38]=[CH:39][CH:40]=3)=[CH:33][N:34]=2)[CH:28]=1)(=[O:22])=[O:21])[CH3:19], predict the reactants needed to synthesize it.